Predict the reactants needed to synthesize the given product. From a dataset of Full USPTO retrosynthesis dataset with 1.9M reactions from patents (1976-2016). Given the product [Br:10][C:5]1[CH:4]=[C:3]2[C:2](=[C:7]([F:8])[C:6]=1[F:9])[NH:1][CH:12]=[CH:11]2, predict the reactants needed to synthesize it. The reactants are: [NH2:1][C:2]1[C:7]([F:8])=[C:6]([F:9])[C:5]([Br:10])=[CH:4][C:3]=1[CH:11](O)[CH2:12]Cl.C(=O)([O-])[O-].[K+].[K+].